From a dataset of Experimentally validated miRNA-target interactions with 360,000+ pairs, plus equal number of negative samples. Binary Classification. Given a miRNA mature sequence and a target amino acid sequence, predict their likelihood of interaction. (1) The miRNA is hsa-miR-1-3p with sequence UGGAAUGUAAAGAAGUAUGUAU. The protein sequence of the target gene is MVLLAAAVCTKAGKAIVSRQFVEMTRTRIEGLLAAFPKLMNTGKQHTFVETESVRYVYQPMEKLYMVLITTKNSNILEDLETLRLFSRVIPEYCRALEENEISEHCFDLIFAFDEIVALGYRENVNLAQIRTFTEMDSHEEKVFRAVRETQEREAKAEMRRKAKELQQARRDAERQGKKAPGFGGFGSSAVSGGSTAAMITETIIETDKPKVAPAPARPSGPSKALKLGAKGKEVDNFVDKLKSEGETIMSSSMGKRTSEATKMHAPPINMESVHMKIEEKITLTCGRDGGLQNMELHGM.... Result: 1 (interaction). (2) The miRNA is hsa-miR-769-5p with sequence UGAGACCUCUGGGUUCUGAGCU. The protein sequence of the target gene is MVVSAGPLSSEKAEMNILEINEKLRPQLAEKKQQFRNLKEKCFLTQLAGFLANRQKKYKYEECKDLIKFMLRNERQFKEEKLAEQLKQAEELRQYKVLVHAQERELTQLREKLREGRDASRSLNEHLQALLTPDEPDKSQGQDLQEQLAEGCRLTQHLVQKLSPENDNDDDEDVQVEVAEKVQKSSAPREMQKAEEKEVPEDSLEECAITCSNSHGPYDSNQPHKKTKITFEEDKVDSTLIGSSSHVEWEDAVHIIPENESDDEEEEEKGPVSPRNLQESEEEEVPQESWDEGYSTLSIP.... Result: 1 (interaction). (3) The miRNA is mmu-miR-495-3p with sequence AAACAAACAUGGUGCACUUCUU. The protein sequence of the target gene is MAAKSDGGGVGVGFAQLHNLDEAVGSGEEDGEPGGGGCGGGDGSEPGESSSLHICHCCNTSSCYWGCRSACLRSLLGKKPRRSAAAADGGDQPLQPPGAAGRHPPTPSAGRPQPASPQVERPWLDCLWIVLALLVFFGDVGTDLWLALDYYRKGDYGCFGLTLFFVLVPSLLVQSLSFRWFVQDYTGGGLGAVEGLSSRGPPMMGAGYGHGAARGGPGAGGSATPGAQRLCRLSVWIWQSVIHLLQMGQVWRYIRTMYLGIQSQRQKEHQRRFYWAMMYEYADVNMLRLLETFLESAPQL.... Result: 0 (no interaction). (4) The miRNA is mmu-miR-5106 with sequence AGGUCUGUAGCUCAGUUGGCAGA. The protein sequence of the target gene is MGKSASKQFNNEVLKAHNEYRAQHGVPPLKLCKKLNREAQQYSEALASTRILKHSPESSRGQCGENLAWASYDQTGKDVADRWYSEIKSYNFQQPGFTSGTGHFTAMVWKNTKKIGVGKASASDGSSFVVARYFPAGNIVNQGFFEENVPPPKK. Result: 0 (no interaction). (5) The miRNA is hsa-miR-373-5p with sequence ACUCAAAAUGGGGGCGCUUUCC. The protein sequence of the target gene is MPKFKQRRRKLKAKAERLFKKKEASHFQSKLITPPPPPPSPERVGISSIDISQSRSWLTSSWNFNFPNIRDAIKLWTNRVWSIYSWCQNCITQSLEVLKDTIFPSRICHRELYSVKQQFCILESKLCKLQEALKTISESSSCPSCGQTCHMSGKLTNVPACVLITPGDSKAVLPPTLPQPASHFPPPPPPPPLPPPPPPLAPVLLRKPSLAKALQAGPLKKDGPMQITVKDLLTVKLKKTQSLDEKRKLIPSPKARNPLVTVSDLQHVTLKPNSKVLSTRVTNVLITPGKSQMDLRKLLR.... Result: 1 (interaction). (6) The miRNA is mmu-miR-92a-2-5p with sequence AGGUGGGGAUUGGUGGCAUUAC. The protein sequence of the target gene is MHQSLTQQRSSDMSLPDSMGAFNRRKRNSIYVTVTLLIVSVLILTVGLAATTRTQNVTVGGYYPGVILGFGSFLGIIGSNLIENKRQMLVASIVFISFGVIAAFCCAIVDGVFAARHIDLKPLYANRCHYVPKTSQKEAEEVISSSTKNSPSTRVMRNLTQAAREVNCPHLSREFCTPRIRGNTCFCCDLYNCGNRVEITGGYYEYIDVSSCQDIIHLYHLLWSATILNIVGLFLGIITAAVLGGFKDMNPTLPALNCSVENTHPTVSYYAHPQVASYNTYYHSPPHLPPYSAYDFQHSG.... Result: 0 (no interaction). (7) The miRNA is hsa-miR-767-5p with sequence UGCACCAUGGUUGUCUGAGCAUG. Result: 1 (interaction). The protein sequence of the target gene is MAPKQDPKPKFQEGERVLCFHGPLLYEAKCVKVAIKDKQVKYFIHYSGWNKKSAVRPRRSEKSLKTHEDIVALFPVPEGAPSVHHPLLTSSWDEWVPESRVLKYVDTNLQKQRELQKANQEQYAEGKMRGAAPGKKTSGLQQKNVEVKTKKNKQKTPGNGDGGSTSETPQPPRKKRARVDPTVENEETFMNRVEVKVKIPEELKPWLVDDWDLITRQKQLFYLPAKKNVDSILEDYANYKKSRGNTDNKEYAVNEVVAGIKEYFNVMLGTQLLYKFERPQYAEILADHPDAPMSQVYGAP.... (8) The miRNA is hsa-miR-8072 with sequence GGCGGCGGGGAGGUAGGCAG. The protein sequence of the target gene is MSQVLFHQLVPLQVKCKDCEERRVSIRMSIELQSVSNPVHRKDLVIRLTDDTDPFFLYNLVISEEDFQSLKFQQGLLVDFLAFPQKFIDLLQQCTQEHAKEIPRFLLQLVSPAAILDNSPAFLNVVETNPFKHLTHLSLKLLPGNDVEIKKFLAGCLKCSKEEKLSLMQSLDDATKQLDFTRKTLAEKKQELDKLRNEWASHTAALTNKHSQELTNEKEKALQAQVQYQQQHEQQKKDLEILHQQNIHQLQNRLSELEAANKDLTERKYKGDSTIRELKAKLSGVEEELQRTKQEVLSLR.... Result: 0 (no interaction). (9) The miRNA is hsa-miR-212-5p with sequence ACCUUGGCUCUAGACUGCUUACU. The protein sequence of the target gene is MARRRRRACIALFLVLLFAFGTLMGLRTLKAPDGLPALGPGLELAPFERRPEGAPAPAARAPAAPAAPPPPPPPPRTADPGGSPGPAPAEAEPAPVQSLRVYSDLHAFYYSWYGSPRREGHYIHWDHVMVPHWDPKISASYPRGRHSPPDDLGSSFYPELGPYSSRDPEVLREHMTQLKEAAIGVLVLSWYPPGMADDNGEPSDDLVPAILDTAHQYSIQVAFHIQPYKGRDDITVHDNIKYIIDTYGSHGAFYRYKNSMGKSLPLFYIYDSYLTSPEAWAHLLTPNGPHSIRNTPYDGV.... Result: 1 (interaction).